From a dataset of Full USPTO retrosynthesis dataset with 1.9M reactions from patents (1976-2016). Predict the reactants needed to synthesize the given product. Given the product [C:12]1([C:9]2[CH:10]=[CH:11][C:5]3[O:4][C:3]([CH2:2][O:21][C:18](=[O:20])[CH3:19])=[N:7][C:6]=3[CH:8]=2)[CH:17]=[CH:16][CH:15]=[CH:14][CH:13]=1, predict the reactants needed to synthesize it. The reactants are: Br[CH2:2][C:3]1[O:4][C:5]2[CH:11]=[CH:10][C:9]([C:12]3[CH:17]=[CH:16][CH:15]=[CH:14][CH:13]=3)=[CH:8][C:6]=2[N:7]=1.[C:18]([O-:21])(=[O:20])[CH3:19].[Cs+].